This data is from Forward reaction prediction with 1.9M reactions from USPTO patents (1976-2016). The task is: Predict the product of the given reaction. (1) Given the reactants [Cl:1][C:2]1[C:7]([C:8]2[CH:13]=[CH:12][CH:11]=[CH:10][CH:9]=2)=[N:6][N:5]=[C:4]2[N:14]([CH2:23][C:24]([OH:26])=O)[N:15]=[C:16]([C:17]3[CH:22]=[CH:21][CH:20]=[CH:19][CH:18]=3)[C:3]=12.Cl.[F:28][C:29]1([F:34])[CH2:33][CH2:32][NH:31][CH2:30]1.C(N(C(C)C)CC)(C)C.F[P-](F)(F)(F)(F)F.N1(OC(N(C)C)=[N+](C)C)C2N=CC=CC=2N=N1, predict the reaction product. The product is: [Cl:1][C:2]1[C:7]([C:8]2[CH:13]=[CH:12][CH:11]=[CH:10][CH:9]=2)=[N:6][N:5]=[C:4]2[N:14]([CH2:23][C:24]([N:31]3[CH2:32][CH2:33][C:29]([F:34])([F:28])[CH2:30]3)=[O:26])[N:15]=[C:16]([C:17]3[CH:22]=[CH:21][CH:20]=[CH:19][CH:18]=3)[C:3]=12. (2) Given the reactants [OH:1][CH2:2][C:3]1[CH:8]=[CH:7][C:6]([C:9]([F:12])([F:11])[F:10])=[CH:5][CH:4]=1.Cl[C:14]1[N:15]=[C:16]([OH:30])[C:17]2[CH:23]=[CH:22][N:21]=[C:20]([C:24]3[N:25]=[CH:26][N:27]([CH3:29])[CH:28]=3)[C:18]=2[N:19]=1, predict the reaction product. The product is: [CH3:29][N:27]1[CH:28]=[C:24]([C:20]2[C:18]3[N:19]=[C:14]([O:1][CH2:2][C:3]4[CH:4]=[CH:5][C:6]([C:9]([F:10])([F:11])[F:12])=[CH:7][CH:8]=4)[N:15]=[C:16]([OH:30])[C:17]=3[CH:23]=[CH:22][N:21]=2)[N:25]=[CH:26]1. (3) Given the reactants C([C:3]1[CH:8]=[CH:7][N:6]=CC=1)#N.[C:9](O)(=[S:13])[CH:10]([CH3:12])O.[N:15]1[CH:20]=[CH:19]C=C[CH:16]=1.CC[OH:23], predict the reaction product. The product is: [CH3:3][C:8]1[S:13][C:9]([C:10]2[CH:19]=[CH:20][N:15]=[CH:16][CH:12]=2)=[N:6][C:7]=1[OH:23]. (4) Given the reactants [OH:1][C:2]1[CH:3]=[C:4]([CH:8]=[CH:9][C:10]=1[I:11])[C:5]([OH:7])=O.C([N:14]([CH:18]([CH3:20])[CH3:19])C(C)C)C.[CH3:21]N(C(ON1N=NC2C=CC=NC1=2)=[N+](C)C)C.F[P-](F)(F)(F)(F)F, predict the reaction product. The product is: [C:18]([NH:14][C:5](=[O:7])[C:4]1[CH:8]=[CH:9][C:10]([I:11])=[C:2]([OH:1])[CH:3]=1)([CH3:20])([CH3:21])[CH3:19]. (5) Given the reactants [NH:1]1[C:5]2[CH:6]=[CH:7][C:8]([C:10]([OH:12])=O)=[CH:9][C:4]=2[N:3]=[CH:2]1.[O:13]1[CH:17]=[CH:16][C:15]([C:18]2[CH:19]=[CH:20][C:21]3[CH2:22][C@H:23]4[C@@H:28]([C:29]=3[CH:30]=2)[CH2:27][CH2:26][CH2:25][NH:24]4)=[CH:14]1, predict the reaction product. The product is: [NH:1]1[C:5]2[CH:6]=[CH:7][C:8]([C:10]([N:24]3[CH2:25][CH2:26][CH2:27][C@@H:28]4[C:29]5[CH:30]=[C:18]([C:15]6[CH:16]=[CH:17][O:13][CH:14]=6)[CH:19]=[CH:20][C:21]=5[CH2:22][C@H:23]34)=[O:12])=[CH:9][C:4]=2[N:3]=[CH:2]1. (6) Given the reactants [C:1]([O:4][C@@H:5]1[C@@H:18]([O:19][C:20](=[O:22])[CH3:21])[C@H:17]([O:23][C:24](=[O:26])[CH3:25])[CH2:16][S:15][C@H:6]1[O:7][C:8]1[CH:9]=[N:10][CH:11]=[CH:12][C:13]=1Br)(=[O:3])[CH3:2].[F:27][C:28]([F:39])([F:38])[C:29]1[CH:34]=[CH:33][C:32](B(O)O)=[CH:31][CH:30]=1, predict the reaction product. The product is: [C:1]([O:4][C@@H:5]1[C@@H:18]([O:19][C:20](=[O:22])[CH3:21])[C@H:17]([O:23][C:24](=[O:26])[CH3:25])[CH2:16][S:15][C@H:6]1[O:7][C:8]1[CH:9]=[N:10][CH:11]=[CH:12][C:13]=1[C:32]1[CH:33]=[CH:34][C:29]([C:28]([F:39])([F:38])[F:27])=[CH:30][CH:31]=1)(=[O:3])[CH3:2]. (7) Given the reactants [Cl:1][C:2]1[NH:7][C:6](=[O:8])[N:5]([CH3:9])[C:4](=[O:10])[CH:3]=1.C(N(CC)C(C)C)(C)C.Br[CH2:21][C:22]1[CH:29]=[C:28]([F:30])[CH:27]=[CH:26][C:23]=1[C:24]#[N:25].O, predict the reaction product. The product is: [Cl:1][C:2]1[N:7]([CH2:21][C:22]2[CH:29]=[C:28]([F:30])[CH:27]=[CH:26][C:23]=2[C:24]#[N:25])[C:6](=[O:8])[N:5]([CH3:9])[C:4](=[O:10])[CH:3]=1.